Dataset: Full USPTO retrosynthesis dataset with 1.9M reactions from patents (1976-2016). Task: Predict the reactants needed to synthesize the given product. (1) Given the product [NH2:40][C:21]1[CH:22]=[C:23]([C:26]2[CH:31]=[CH:30][C:29]([O:32][CH:33]3[CH2:34][CH2:35][N:36]([CH3:39])[CH2:37][CH2:38]3)=[CH:28][CH:27]=2)[CH:24]=[CH:25][C:20]=1[NH:19][C:17]([C:11]1[CH:10]=[C:9]([C:5]2[CH:6]=[CH:7][CH:8]=[C:3]([O:2][CH3:1])[CH:4]=2)[C:14]([O:15][CH3:16])=[CH:13][CH:12]=1)=[O:18], predict the reactants needed to synthesize it. The reactants are: [CH3:1][O:2][C:3]1[CH:4]=[C:5]([C:9]2[C:14]([O:15][CH3:16])=[CH:13][CH:12]=[C:11]([C:17]([NH:19][C:20]3[CH:25]=[CH:24][C:23]([C:26]4[CH:31]=[CH:30][C:29]([O:32][CH:33]5[CH2:38][CH2:37][N:36]([CH3:39])[CH2:35][CH2:34]5)=[CH:28][CH:27]=4)=[CH:22][C:21]=3[N+:40]([O-])=O)=[O:18])[CH:10]=2)[CH:6]=[CH:7][CH:8]=1. (2) Given the product [Cl:24][C:2]1[C:7]([C:8]([O:10][CH2:11][CH3:12])=[O:9])=[CH:6][N:5]=[CH:4][N:3]=1, predict the reactants needed to synthesize it. The reactants are: O[C:2]1[C:7]([C:8]([O:10][CH2:11][CH3:12])=[O:9])=[CH:6][N:5]=[CH:4][N:3]=1.C(N(C(C)C)CC)(C)C.P(Cl)(Cl)([Cl:24])=O.[OH-].[Na+]. (3) Given the product [CH2:16]([N:4]1[CH2:3][CH:2]([NH2:1])[CH2:8][N:7]([CH2:9][C:10]2[CH:15]=[CH:14][CH:13]=[CH:12][CH:11]=2)[CH2:6][CH2:5]1)[C:17]1[CH:18]=[CH:19][CH:20]=[CH:21][CH:22]=1, predict the reactants needed to synthesize it. The reactants are: [NH2:1][C@H:2]1[CH2:8][N:7]([CH2:9][C:10]2[CH:15]=[CH:14][CH:13]=[CH:12][CH:11]=2)[CH2:6][CH2:5][N:4]([CH2:16][C:17]2[CH:22]=[CH:21][CH:20]=[CH:19][CH:18]=2)[C:3]1=O.CC(C[AlH]CC(C)C)C.O.[OH-].[Na+]. (4) The reactants are: [C:1]([NH:4][C:5]1[S:6][C:7]([C:11]2[CH:12]=[C:13]([S:17](Cl)(=[O:19])=[O:18])[S:14][C:15]=2[Br:16])=[C:8]([CH3:10])[N:9]=1)(=[O:3])[CH3:2].[CH2:21]([NH2:24])[CH:22]=[CH2:23].CCN(C(C)C)C(C)C. Given the product [CH2:21]([NH:24][S:17]([C:13]1[S:14][C:15]([Br:16])=[C:11]([C:7]2[S:6][C:5]([NH:4][C:1](=[O:3])[CH3:2])=[N:9][C:8]=2[CH3:10])[CH:12]=1)(=[O:19])=[O:18])[CH:22]=[CH2:23], predict the reactants needed to synthesize it. (5) The reactants are: [Cl:1][C:2]1[C:7]([NH:8][C:9]2[C:18]3[C:13](=[CH:14][C:15]([O:21][CH3:22])=[C:16]([O:19][CH3:20])[CH:17]=3)[N:12]=[CH:11][C:10]=2[C:23]#[N:24])=[C:6]2[O:25][CH2:26][O:27][C:5]2=[C:4](I)[CH:3]=1.[CH2:29]([O:32][CH3:33])[C:30]#[CH:31].C(NC(C)C)(C)C. Given the product [C:23]([C:10]1[CH:11]=[N:12][C:13]2[C:18]([C:9]=1[NH:8][C:7]1[C:2]([Cl:1])=[CH:3][C:4]([C:31]#[C:30][CH2:29][O:32][CH3:33])=[C:5]3[O:27][CH2:26][O:25][C:6]=13)=[CH:17][C:16]([O:19][CH3:20])=[C:15]([O:21][CH3:22])[CH:14]=2)#[N:24], predict the reactants needed to synthesize it. (6) Given the product [CH3:8][C:9]1[CH:13]=[C:12]([CH3:14])[NH:11][C:10]=1/[CH:15]=[C:16]1\[C:17](=[O:25])[N:18]([CH2:6][N:1]2[CH2:5][CH2:4][CH2:3][CH2:2]2)[C:19]2[C:24]\1=[CH:23][CH:22]=[CH:21][CH:20]=2, predict the reactants needed to synthesize it. The reactants are: [NH:1]1[CH2:5][CH2:4][CH2:3][CH2:2]1.[CH2:6]=O.[CH3:8][C:9]1[CH:13]=[C:12]([CH3:14])[NH:11][C:10]=1[CH:15]=[C:16]1[C:24]2[C:19](=[CH:20][CH:21]=[CH:22][CH:23]=2)[NH:18][C:17]1=[O:25].